Dataset: Catalyst prediction with 721,799 reactions and 888 catalyst types from USPTO. Task: Predict which catalyst facilitates the given reaction. (1) Reactant: C([O:3][C:4](=[O:30])[CH:5]([CH2:20][C:21]1[CH:26]=[C:25]([F:27])[C:24]([F:28])=[C:23]([F:29])[CH:22]=1)[N:6]=C(C1C=CC=CC=1)C1C=CC=CC=1)C.[ClH:31]. Product: [ClH:31].[F:27][C:25]1[CH:26]=[C:21]([CH:22]=[C:23]([F:29])[C:24]=1[F:28])[CH2:20][CH:5]([C:4]([OH:30])=[O:3])[NH2:6]. The catalyst class is: 6. (2) Reactant: [C:1]([O-:4])(=[O:3])[CH3:2].[Na+].ClC1[C:12]([Cl:13])=[CH:11][C:10]([C:14]([F:17])([F:16])[F:15])=[CH:9][N:8]=1.[CH3:18][CH2:19]O. Product: [Cl:13][C:12]1[C:2]([C:1]([O:4][CH2:18][CH3:19])=[O:3])=[N:8][CH:9]=[C:10]([C:14]([F:15])([F:16])[F:17])[CH:11]=1. The catalyst class is: 318. (3) Reactant: [CH3:1][O:2][C:3]1[CH:4]=[C:5](NCC)[CH:6]=[CH:7][C:8]=1[O:9][CH3:10].[CH:14]1[N:19]=[C:18](Cl)[C:17]2[N:21]=[CH:22][N:23]([C@@H:24]3[O:28][C@H:27]([CH2:29][OH:30])[C@@H:26]([OH:31])[C@H:25]3[OH:32])[C:16]=2[N:15]=1.[CH2:33]([N:35](CC)CC)[CH3:34]. Product: [CH3:1][O:2][C:3]1[CH:4]=[C:5]([CH:33]([NH:35][C:18]2[C:17]3[N:21]=[CH:22][N:23]([C:16]=3[N:15]=[CH:14][N:19]=2)[C@@H:24]2[O:28][C@H:27]([CH2:29][OH:30])[C@@H:26]([OH:31])[C@H:25]2[OH:32])[CH3:34])[CH:6]=[CH:7][C:8]=1[O:9][CH3:10]. The catalyst class is: 259. (4) Product: [F:39][C:40]([F:45])([F:44])[C:41]([OH:43])=[O:42].[CH2:1]([N:3]1[N:7]=[C:6]([CH2:8][N:9]2[C:14]3[CH:15]=[C:16]([C:18]4[CH:23]=[CH:22][CH:21]=[CH:20][CH:19]=4)[S:17][C:13]=3[C:12](=[O:24])[N:11]([CH:25]3[CH2:30][CH2:29][NH:28][CH2:27][CH2:26]3)[C:10]2=[O:38])[CH:5]=[N:4]1)[CH3:2]. Reactant: [CH2:1]([N:3]1[N:7]=[C:6]([CH2:8][N:9]2[C:14]3[CH:15]=[C:16]([C:18]4[CH:23]=[CH:22][CH:21]=[CH:20][CH:19]=4)[S:17][C:13]=3[C:12](=[O:24])[N:11]([CH:25]3[CH2:30][CH2:29][N:28](C(OC(C)(C)C)=O)[CH2:27][CH2:26]3)[C:10]2=[O:38])[CH:5]=[N:4]1)[CH3:2].[F:39][C:40]([F:45])([F:44])[C:41]([OH:43])=[O:42]. The catalyst class is: 2. (5) Reactant: [C:1]1([CH3:11])[CH:6]=[CH:5][CH:4]=[C:3]([CH2:7][C:8]([OH:10])=O)[CH:2]=1.C(N(CC)C(C)C)(C)C.[CH3:21][C:22]1[C:27]([NH2:28])=[C:26]([CH3:29])[CH:25]=[C:24]([N:30]2[CH2:35][CH2:34][O:33][CH2:32][CH2:31]2)[N:23]=1.C(OCC)(=O)C. Product: [CH3:21][C:22]1[C:27]([NH:28][C:8](=[O:10])[CH2:7][C:3]2[CH:2]=[C:1]([CH3:11])[CH:6]=[CH:5][CH:4]=2)=[C:26]([CH3:29])[CH:25]=[C:24]([N:30]2[CH2:31][CH2:32][O:33][CH2:34][CH2:35]2)[N:23]=1. The catalyst class is: 9. (6) Reactant: [Cl:1][C:2]1[CH:7]=[C:6]([N+:8]([O-])=O)[CH:5]=[C:4]([Cl:11])[C:3]=1[S:12][C:13]1[CH:22]=[CH:21][C:20]2[C:15](=[CH:16][CH:17]=[CH:18][CH:19]=2)[CH:14]=1.O.O.[Sn](Cl)Cl.[OH-].[Na+]. The catalyst class is: 25. Product: [Cl:11][C:4]1[CH:5]=[C:6]([NH2:8])[CH:7]=[C:2]([Cl:1])[C:3]=1[S:12][C:13]1[CH:22]=[CH:21][C:20]2[C:15](=[CH:16][CH:17]=[CH:18][CH:19]=2)[CH:14]=1.